This data is from Reaction yield outcomes from USPTO patents with 853,638 reactions. The task is: Predict the reaction yield, written as a fraction of the theoretical maximum amount of product (1.0 means a 100% yield; for example, 0.34 means a 34% yield). (1) The reactants are [C:1]([O:5][C:6](=[O:13])[NH:7][C@H:8]1[CH2:11][C@H:10]([OH:12])[CH2:9]1)([CH3:4])([CH3:3])[CH3:2].C(N(CC)CC)C.[CH3:21][S:22](Cl)(=[O:24])=[O:23]. The catalyst is C(Cl)Cl. The product is [CH3:21][S:22]([O:12][C@H:10]1[CH2:11][C@H:8]([NH:7][C:6]([O:5][C:1]([CH3:4])([CH3:2])[CH3:3])=[O:13])[CH2:9]1)(=[O:24])=[O:23]. The yield is 1.02. (2) The yield is 0.510. The catalyst is CS(C)=O.C1COCC1.CCOC(C)=O. The reactants are [H-].[Na+].[N+:3]([C:6]1[CH:11]=[CH:10][C:9]([CH2:12][C:13]#[N:14])=[CH:8][CH:7]=1)([O-:5])=[O:4].Br[C:16](Br)([CH2:19][CH3:20])[CH2:17][CH3:18]. The product is [N+:3]([C:6]1[CH:7]=[CH:8][C:9]([C:12]2([C:13]#[N:14])[CH2:20][CH2:19][CH2:16][CH2:17][CH2:18]2)=[CH:10][CH:11]=1)([O-:5])=[O:4].